Dataset: Catalyst prediction with 721,799 reactions and 888 catalyst types from USPTO. Task: Predict which catalyst facilitates the given reaction. (1) Reactant: [N:1]1[CH:6]=[CH:5][CH:4]=[CH:3][C:2]=1[CH:7](O)[CH2:8][CH2:9][CH3:10].C1(P(C2C=CC=CC=2)C2C=CC=CC=2)C=CC=CC=1.C(Br)(Br)(Br)[Br:32]. Product: [Br:32][CH:7]([C:2]1[CH:3]=[CH:4][CH:5]=[CH:6][N:1]=1)[CH2:8][CH2:9][CH3:10]. The catalyst class is: 1. (2) Reactant: C(O[C:6](=O)[N:7]([C@H:9]1[CH2:14][CH2:13][C@H:12]([O:15][CH2:16][CH2:17][CH2:18][CH2:19][N:20]([CH2:22][CH:23]=[CH2:24])[CH3:21])[CH2:11][CH2:10]1)C)(C)(C)C.C(O)(C(F)(F)F)=O. Product: [CH2:22]([N:20]([CH3:21])[CH2:19][CH2:18][CH2:17][CH2:16][O:15][C@H:12]1[CH2:13][CH2:14][C@H:9]([NH:7][CH3:6])[CH2:10][CH2:11]1)[CH:23]=[CH2:24]. The catalyst class is: 2.